This data is from Full USPTO retrosynthesis dataset with 1.9M reactions from patents (1976-2016). The task is: Predict the reactants needed to synthesize the given product. Given the product [Cl-:20].[Cl:1][N:8]1[CH2:7][C:6]2([CH2:12][CH2:13][N+:3]([CH3:2])([CH3:14])[CH2:4][CH2:5]2)[O:10][C:9]1=[O:11], predict the reactants needed to synthesize it. The reactants are: [Cl-:1].[CH3:2][N+:3]1([CH3:14])[CH2:13][CH2:12][C:6]2([O:10][C:9](=[O:11])[NH:8][CH2:7]2)[CH2:5][CH2:4]1.C(O[Cl:20])(C)(C)C.